Dataset: HIV replication inhibition screening data with 41,000+ compounds from the AIDS Antiviral Screen. Task: Binary Classification. Given a drug SMILES string, predict its activity (active/inactive) in a high-throughput screening assay against a specified biological target. (1) The molecule is Cc1ccc(-c2c(C#N)c(-c3ccc(N(C)C)cc3)c(C#N)c(=O)n2NS(=O)(=O)c2ccccc2)cc1. The result is 0 (inactive). (2) The drug is CCCCCCCCCCCCCCCc1nc(C)c[nH]1. The result is 0 (inactive). (3) The molecule is COC(=O)C1CC(C=[N+](C)C)=C(SC)N1C(=O)OCc1ccccc1.[I-]. The result is 0 (inactive). (4) The molecule is CC1=CC(C)(C)N=C2SC(COc3ccccc3)=NN12. The result is 0 (inactive).